This data is from Peptide-MHC class II binding affinity with 134,281 pairs from IEDB. The task is: Regression. Given a peptide amino acid sequence and an MHC pseudo amino acid sequence, predict their binding affinity value. This is MHC class II binding data. The peptide sequence is GELQIVDKIDAAFLI. The MHC is DRB1_0802 with pseudo-sequence DRB1_0802. The binding affinity (normalized) is 0.341.